Predict the reactants needed to synthesize the given product. From a dataset of Full USPTO retrosynthesis dataset with 1.9M reactions from patents (1976-2016). (1) The reactants are: [Br:1][C:2]1[CH:7]=[C:6]([O:8][CH3:9])[C:5]([OH:10])=[C:4]([O:11][CH3:12])[CH:3]=1.[OH-].[Na+].S(OC)(O[CH3:19])(=O)=O. Given the product [CH3:9][O:8][C:6]1[CH:7]=[C:2]([Br:1])[CH:3]=[C:4]([O:11][CH3:12])[C:5]=1[O:10][CH3:19], predict the reactants needed to synthesize it. (2) Given the product [CH2:15]([O:22][C:23]1[C:24]([C:35]([O:37][C:5]([CH3:8])([CH3:6])[CH3:4])=[O:36])=[N:25][C:26]([CH2:33][N:10]2[CH:11]=[CH:12][C:8]([C:5]3[CH:4]=[CH:3][C:2]([F:1])=[CH:7][CH:6]=3)=[CH:9]2)=[N:27][C:28]=1[O:29][CH2:30][O:31][CH3:32])[C:16]1[CH:21]=[CH:20][CH:19]=[CH:18][CH:17]=1, predict the reactants needed to synthesize it. The reactants are: [F:1][C:2]1[CH:7]=[CH:6][C:5]([C:8]2[CH:12]=[CH:11][NH:10][CH:9]=2)=[CH:4][CH:3]=1.[H-].[Na+].[CH2:15]([O:22][C:23]1[C:24]([C:35]([O-:37])=[O:36])=[N:25][C:26]([CH2:33]Cl)=[N:27][C:28]=1[O:29][CH2:30][O:31][CH3:32])[C:16]1[CH:21]=[CH:20][CH:19]=[CH:18][CH:17]=1.[Cl-].[NH4+].